The task is: Predict the reaction yield, written as a fraction of the theoretical maximum amount of product (1.0 means a 100% yield; for example, 0.34 means a 34% yield).. This data is from Reaction yield outcomes from USPTO patents with 853,638 reactions. (1) The reactants are [ClH:1].[CH:2]([O:5][C:6]([N:8]1[CH2:13][CH2:12][CH:11]([N:14]2[C:18]3=[N:19][CH:20]=[N:21][C:22]([O:23][C:24]4[C:25]([CH3:30])=[N:26][CH:27]=[CH:28][CH:29]=4)=[C:17]3[CH:16]=[N:15]2)[CH2:10][CH2:9]1)=[O:7])([CH3:4])[CH3:3]. The catalyst is CCOCC. The product is [ClH:1].[CH:2]([O:5][C:6]([N:8]1[CH2:9][CH2:10][CH:11]([N:14]2[C:18]3=[N:19][CH:20]=[N:21][C:22]([O:23][C:24]4[C:25]([CH3:30])=[N:26][CH:27]=[CH:28][CH:29]=4)=[C:17]3[CH:16]=[N:15]2)[CH2:12][CH2:13]1)=[O:7])([CH3:4])[CH3:3]. The yield is 0.790. (2) The reactants are [F:1][C:2]1[CH:7]=[CH:6][C:5]([F:8])=[CH:4][C:3]=1[C@H:9]1[CH2:13][CH2:12][CH2:11][N:10]1[C:14]1[CH:19]=[CH:18][N:17]2[N:20]=[CH:21][C:22]([NH:23][C:24]([N:26]3[CH2:29][C:28]([OH:31])([CH3:30])[CH2:27]3)=[O:25])=[C:16]2[N:15]=1.[S:32](=[O:36])(=[O:35])([OH:34])[OH:33]. The catalyst is CO. The product is [S:32]([OH:36])([OH:35])(=[O:34])=[O:33].[F:1][C:2]1[CH:7]=[CH:6][C:5]([F:8])=[CH:4][C:3]=1[C@H:9]1[CH2:13][CH2:12][CH2:11][N:10]1[C:14]1[CH:19]=[CH:18][N:17]2[N:20]=[CH:21][C:22]([NH:23][C:24]([N:26]3[CH2:29][C:28]([OH:31])([CH3:30])[CH2:27]3)=[O:25])=[C:16]2[N:15]=1. The yield is 0.870.